Dataset: Forward reaction prediction with 1.9M reactions from USPTO patents (1976-2016). Task: Predict the product of the given reaction. (1) The product is: [NH:26]1[C:27]2[C:23](=[CH:22][C:21]([NH:20][C:2]3[C:3]4[C:10]5[CH2:11][CH2:12][CH:13]([C:15]([O:17][CH:18]([CH3:19])[CH3:32])=[O:16])[CH2:14][C:9]=5[S:8][C:4]=4[N:5]=[CH:6][N:7]=3)=[CH:29][CH:28]=2)[CH:24]=[N:25]1. Given the reactants Cl[C:2]1[C:3]2[C:10]3[CH2:11][CH2:12][CH:13]([C:15]([O:17][CH2:18][CH3:19])=[O:16])[CH2:14][C:9]=3[S:8][C:4]=2[N:5]=[CH:6][N:7]=1.[NH2:20][C:21]1[CH:22]=[C:23]2[C:27](=[CH:28][CH:29]=1)[NH:26][N:25]=[CH:24]2.Cl.O.[CH3:32]C(O)C, predict the reaction product. (2) Given the reactants [CH2:1]([Li])[CH2:2][CH2:3][CH3:4].[Cl:6][CH2:7][CH2:8][O:9][C:10]1[CH:15]=[CH:14][C:13]([CH:16]([CH3:27])[C:17]([C:19]2[CH:24]=[CH:23][C:22]([O:25][CH3:26])=[CH:21][CH:20]=2)=O)=[CH:12][CH:11]=1, predict the reaction product. The product is: [Cl:6][CH2:7][CH2:8][O:9][C:10]1[CH:15]=[CH:14][C:13](/[C:16](/[CH3:27])=[C:17](/[C:1]2[C:13]3[C:12](=[CH:11][C:10]([O:9][CH3:8])=[CH:15][CH:14]=3)[CH:4]=[CH:3][CH:2]=2)\[C:19]2[CH:24]=[CH:23][C:22]([O:25][CH3:26])=[CH:21][CH:20]=2)=[CH:12][CH:11]=1. (3) The product is: [Cl:1][C:2]1[C:11]([CH:12]2[CH2:16][CH2:15][CH2:14][N:13]2[C:23]([O:22][C:19]([CH3:21])([CH3:20])[CH3:18])=[O:24])=[CH:10][C:9]2[C:4](=[CH:5][C:6]([F:17])=[CH:7][CH:8]=2)[N:3]=1. Given the reactants [Cl:1][C:2]1[C:11]([CH:12]2[CH2:16][CH2:15][CH2:14][NH:13]2)=[CH:10][C:9]2[C:4](=[CH:5][C:6]([F:17])=[CH:7][CH:8]=2)[N:3]=1.[CH3:18][C:19]([O:22][C:23](O[C:23]([O:22][C:19]([CH3:21])([CH3:20])[CH3:18])=[O:24])=[O:24])([CH3:21])[CH3:20].CCN(CC)CC, predict the reaction product. (4) Given the reactants [NH2:1][CH:2]([C:5]1[CH:10]=[CH:9][CH:8]=[CH:7][N:6]=1)[CH2:3][OH:4].Cl.[OH-].[K+].[C:14](=O)(OC(Cl)(Cl)Cl)[O:15]C(Cl)(Cl)Cl, predict the reaction product. The product is: [N:6]1[CH:7]=[CH:8][CH:9]=[CH:10][C:5]=1[CH:2]1[CH2:3][O:4][C:14](=[O:15])[NH:1]1.